From a dataset of Full USPTO retrosynthesis dataset with 1.9M reactions from patents (1976-2016). Predict the reactants needed to synthesize the given product. Given the product [CH:25]1([C:28]2[N:33]=[CH:32][C:31]([C:34]([NH:1][C:2]3[CH:7]=[CH:6][CH:5]=[C:4]([C:8]4[CH:13]=[CH:12][N:11]=[C:10]5[NH:14][C:15]([C:17]6[CH:18]=[N:19][N:20]([CH3:22])[CH:21]=6)=[N:16][C:9]=45)[C:3]=3[CH2:23][OH:24])=[O:35])=[CH:30][CH:29]=2)[CH2:27][CH2:26]1, predict the reactants needed to synthesize it. The reactants are: [NH2:1][C:2]1[CH:7]=[CH:6][CH:5]=[C:4]([C:8]2[CH:13]=[CH:12][N:11]=[C:10]3[NH:14][C:15]([C:17]4[CH:18]=[N:19][N:20]([CH3:22])[CH:21]=4)=[N:16][C:9]=23)[C:3]=1[CH2:23][OH:24].[CH:25]1([C:28]2[N:33]=[CH:32][C:31]([C:34](OC)=[O:35])=[CH:30][CH:29]=2)[CH2:27][CH2:26]1.